Task: Regression. Given two drug SMILES strings and cell line genomic features, predict the synergy score measuring deviation from expected non-interaction effect.. Dataset: NCI-60 drug combinations with 297,098 pairs across 59 cell lines (1) Drug 1: C1=CC(=CC=C1CCC2=CNC3=C2C(=O)NC(=N3)N)C(=O)NC(CCC(=O)O)C(=O)O. Drug 2: B(C(CC(C)C)NC(=O)C(CC1=CC=CC=C1)NC(=O)C2=NC=CN=C2)(O)O. Cell line: HT29. Synergy scores: CSS=38.9, Synergy_ZIP=2.57, Synergy_Bliss=3.90, Synergy_Loewe=2.61, Synergy_HSA=3.21. (2) Drug 1: C1=CC(=C2C(=C1NCCNCCO)C(=O)C3=C(C=CC(=C3C2=O)O)O)NCCNCCO. Drug 2: COC1=CC(=CC(=C1O)OC)C2C3C(COC3=O)C(C4=CC5=C(C=C24)OCO5)OC6C(C(C7C(O6)COC(O7)C8=CC=CS8)O)O. Cell line: SK-MEL-2. Synergy scores: CSS=63.3, Synergy_ZIP=-10.2, Synergy_Bliss=-6.21, Synergy_Loewe=-4.88, Synergy_HSA=-1.57. (3) Drug 1: C1CCN(CC1)CCOC2=CC=C(C=C2)C(=O)C3=C(SC4=C3C=CC(=C4)O)C5=CC=C(C=C5)O. Synergy scores: CSS=21.2, Synergy_ZIP=-6.19, Synergy_Bliss=-2.69, Synergy_Loewe=-0.136, Synergy_HSA=-1.03. Drug 2: C1=NNC2=C1C(=O)NC=N2. Cell line: LOX IMVI. (4) Synergy scores: CSS=1.92, Synergy_ZIP=1.87, Synergy_Bliss=3.01, Synergy_Loewe=-2.05, Synergy_HSA=-1.60. Drug 1: CS(=O)(=O)CCNCC1=CC=C(O1)C2=CC3=C(C=C2)N=CN=C3NC4=CC(=C(C=C4)OCC5=CC(=CC=C5)F)Cl. Drug 2: CCN(CC)CCNC(=O)C1=C(NC(=C1C)C=C2C3=C(C=CC(=C3)F)NC2=O)C. Cell line: HOP-62. (5) Drug 1: C1=NC2=C(N1)C(=S)N=C(N2)N. Drug 2: C1=CC=C(C(=C1)C(C2=CC=C(C=C2)Cl)C(Cl)Cl)Cl. Cell line: SK-OV-3. Synergy scores: CSS=40.7, Synergy_ZIP=-3.92, Synergy_Bliss=-1.23, Synergy_Loewe=-16.8, Synergy_HSA=-0.647. (6) Drug 1: C1=CC(=CC=C1CCCC(=O)O)N(CCCl)CCCl. Drug 2: CCCCC(=O)OCC(=O)C1(CC(C2=C(C1)C(=C3C(=C2O)C(=O)C4=C(C3=O)C=CC=C4OC)O)OC5CC(C(C(O5)C)O)NC(=O)C(F)(F)F)O. Cell line: NCI-H226. Synergy scores: CSS=2.63, Synergy_ZIP=-3.26, Synergy_Bliss=-6.17, Synergy_Loewe=-5.34, Synergy_HSA=-5.84. (7) Drug 1: CNC(=O)C1=CC=CC=C1SC2=CC3=C(C=C2)C(=NN3)C=CC4=CC=CC=N4. Drug 2: CC12CCC3C(C1CCC2O)C(CC4=C3C=CC(=C4)O)CCCCCCCCCS(=O)CCCC(C(F)(F)F)(F)F. Cell line: NCI-H322M. Synergy scores: CSS=-0.647, Synergy_ZIP=0.488, Synergy_Bliss=1.41, Synergy_Loewe=0.686, Synergy_HSA=-0.281. (8) Drug 1: CCC1=CC2CC(C3=C(CN(C2)C1)C4=CC=CC=C4N3)(C5=C(C=C6C(=C5)C78CCN9C7C(C=CC9)(C(C(C8N6C)(C(=O)OC)O)OC(=O)C)CC)OC)C(=O)OC.C(C(C(=O)O)O)(C(=O)O)O. Drug 2: CC1C(C(CC(O1)OC2CC(CC3=C2C(=C4C(=C3O)C(=O)C5=CC=CC=C5C4=O)O)(C(=O)C)O)N)O. Cell line: UACC-257. Synergy scores: CSS=47.8, Synergy_ZIP=1.40, Synergy_Bliss=3.12, Synergy_Loewe=-6.58, Synergy_HSA=2.94.